Regression. Given a peptide amino acid sequence and an MHC pseudo amino acid sequence, predict their binding affinity value. This is MHC class II binding data. From a dataset of Peptide-MHC class II binding affinity with 134,281 pairs from IEDB. The peptide sequence is KPVSKMRMATPLLMQALP. The MHC is DRB1_0405 with pseudo-sequence DRB1_0405. The binding affinity (normalized) is 0.646.